From a dataset of Retrosynthesis with 50K atom-mapped reactions and 10 reaction types from USPTO. Predict the reactants needed to synthesize the given product. (1) The reactants are: COc1ccccc1N1CCC2(CC1)OCCO2. Given the product COc1ccccc1N1CCC(=O)CC1, predict the reactants needed to synthesize it. (2) Given the product CCc1nc2c(OC)ccc(C(=O)Nc3ccnn3C)c2s1, predict the reactants needed to synthesize it. The reactants are: CCc1nc2c(OC)ccc(C(=O)O)c2s1.Cn1nccc1N. (3) Given the product C[C@H]1CN(CCCN(C(=O)Nc2ccc(F)c(Cl)c2)C2COc3ccc(Br)cc3C2)[C@H](C)CN1C(=O)OC(C)(C)C, predict the reactants needed to synthesize it. The reactants are: C[C@H]1CN(CCCNC2COc3ccc(Br)cc3C2)[C@H](C)CN1C(=O)OC(C)(C)C.O=C=Nc1ccc(F)c(Cl)c1. (4) Given the product COC(=O)C(F)(C1CCc2c([nH]c3ccc(Cl)cc23)C1)S(=O)(=O)c1ccccc1, predict the reactants needed to synthesize it. The reactants are: COC(=O)C(F)(C1CCCC(=O)C1)S(=O)(=O)c1ccccc1.NNc1ccc(Cl)cc1.